From a dataset of Catalyst prediction with 721,799 reactions and 888 catalyst types from USPTO. Predict which catalyst facilitates the given reaction. (1) Reactant: [NH2:1][CH:2]1[CH2:7][CH2:6][CH:5]([OH:8])[CH2:4][CH2:3]1.Cl[C:10]([O:12][CH2:13][C:14]1[CH:19]=[CH:18][CH:17]=[CH:16][CH:15]=1)=[O:11].[OH-].[Na+]. Product: [OH:8][CH:5]1[CH2:6][CH2:7][CH:2]([NH:1][C:10](=[O:11])[O:12][CH2:13][C:14]2[CH:19]=[CH:18][CH:17]=[CH:16][CH:15]=2)[CH2:3][CH2:4]1. The catalyst class is: 20. (2) Reactant: C(OC([NH:8][C@@:9]([CH2:27][CH3:28])([CH2:14][CH2:15][CH2:16][CH2:17][B:18]1[O:22]C(C)(C)C(C)(C)[O:19]1)[C:10]([O:12]C)=[O:11])=O)(C)(C)C.[ClH:29]. Product: [ClH:29].[NH2:8][C@@:9]([CH2:27][CH3:28])([CH2:14][CH2:15][CH2:16][CH2:17][B:18]([OH:22])[OH:19])[C:10]([OH:12])=[O:11]. The catalyst class is: 6. (3) Reactant: [C:1](=[O:30])([O:8][CH2:9]/[C:10](/[C:20]1[CH:25]=[CH:24][C:23]([S:26]([CH3:29])(=[O:28])=[O:27])=[CH:22][CH:21]=1)=[C:11](/[C:14]1[CH:19]=[CH:18][CH:17]=[CH:16][CH:15]=1)\[CH2:12][OH:13])[O:2][CH2:3][CH2:4][CH2:5][CH2:6][Br:7].CC(OI1(OC(C)=O)(OC(C)=O)OC(=O)C2C=CC=CC1=2)=[O:33]. Product: [Br:7][CH2:6][CH2:5][CH2:4][CH2:3][O:2][C:1]([O:8][CH2:9]/[C:10](/[C:20]1[CH:25]=[CH:24][C:23]([S:26]([CH3:29])(=[O:27])=[O:28])=[CH:22][CH:21]=1)=[C:11](/[C:14]1[CH:19]=[CH:18][CH:17]=[CH:16][CH:15]=1)\[C:12]([OH:33])=[O:13])=[O:30]. The catalyst class is: 4.